Predict which catalyst facilitates the given reaction. From a dataset of Catalyst prediction with 721,799 reactions and 888 catalyst types from USPTO. (1) Reactant: O1[C:5]2([CH2:10][CH2:9][CH:8]([N:11]([CH3:18])[C:12](=[O:17])[C:13]([CH3:16])([CH3:15])[CH3:14])[CH2:7][CH2:6]2)[O:4]CC1.[OH-].[Na+]. Product: [CH3:14][C:13]([CH3:16])([CH3:15])[C:12]([N:11]([CH3:18])[CH:8]1[CH2:9][CH2:10][C:5](=[O:4])[CH2:6][CH2:7]1)=[O:17]. The catalyst class is: 33. (2) Reactant: [C:1]([NH:4][C:5]12[CH2:14][CH:9]3[CH2:10][CH:11]([CH2:13][C:7]([C:15](O)=[O:16])([CH2:8]3)[CH2:6]1)[CH2:12]2)(=[O:3])[CH3:2].CCN=C=NCCCN(C)C.C1C=CC2N(O)N=NC=2C=1.[NH2:39][CH2:40][C:41]1[CH:56]=[CH:55][C:44]([C:45]([NH:47][C:48]2[CH:53]=[CH:52][CH:51]=[CH:50][C:49]=2[NH2:54])=[O:46])=[CH:43][CH:42]=1.C(N(CC)CC)C. Product: [C:1]([NH:4][C:5]12[CH2:14][CH:9]3[CH2:10][CH:11]([CH2:13][C:7]([C:15]([NH:39][CH2:40][C:41]4[CH:42]=[CH:43][C:44]([C:45]([NH:47][C:48]5[CH:53]=[CH:52][CH:51]=[CH:50][C:49]=5[NH2:54])=[O:46])=[CH:55][CH:56]=4)=[O:16])([CH2:8]3)[CH2:6]1)[CH2:12]2)(=[O:3])[CH3:2]. The catalyst class is: 39. (3) The catalyst class is: 6. Reactant: Cl[CH2:2][C:3]1[CH:8]=[CH:7][N:6]=[C:5]([O:9][CH2:10][C:11]2[N:12]=[C:13]([C:17]3[CH:22]=[CH:21][CH:20]=[CH:19][CH:18]=3)[O:14][C:15]=2[CH3:16])[CH:4]=1.[OH:23][C:24]1[CH:25]=[C:26]([CH2:30][C:31]([O:33][CH3:34])=[O:32])[CH:27]=[CH:28][CH:29]=1.C(=O)([O-])[O-].[K+].[K+].CN(C)C=O. Product: [CH3:16][C:15]1[O:14][C:13]([C:17]2[CH:22]=[CH:21][CH:20]=[CH:19][CH:18]=2)=[N:12][C:11]=1[CH2:10][O:9][C:5]1[CH:4]=[C:3]([CH2:2][O:23][C:24]2[CH:25]=[C:26]([CH2:30][C:31]([O:33][CH3:34])=[O:32])[CH:27]=[CH:28][CH:29]=2)[CH:8]=[CH:7][N:6]=1. (4) Reactant: C(N(CC)CC)C.C(O[C:13]([NH:15][N:16]([C:18]1[CH:23]=[CH:22][CH:21]=[C:20]([Cl:24])[C:19]=1[F:25])C)=O)(C)(C)C.[CH3:26][C@:27]12[C:33]([CH3:35])([CH3:34])[C@H:30]([CH2:31][CH2:32]1)[CH:29]([C:36](Cl)=[O:37])[C:28]2=O.Cl.O1CCOCC1. Product: [Cl:24][C:20]1[C:19]([F:25])=[C:18]([N:16]2[C:36](=[O:37])[C:29]3[C@@H:30]4[C:33]([CH3:35])([CH3:34])[C@@:27]([CH3:26])([CH2:32][CH2:31]4)[C:28]=3[N:15]2[CH3:13])[CH:23]=[CH:22][CH:21]=1. The catalyst class is: 26. (5) Reactant: Br[CH2:2][C:3]([C:5]1[CH:10]=[CH:9][CH:8]=[CH:7][CH:6]=1)=O.[C:11]([NH:14][C:15]([NH2:17])=[NH:16])(=[O:13])[CH3:12]. Product: [C:5]1([C:3]2[N:16]=[C:15]([NH:14][C:11](=[O:13])[CH3:12])[NH:17][CH:2]=2)[CH:10]=[CH:9][CH:8]=[CH:7][CH:6]=1. The catalyst class is: 31. (6) Reactant: [Cl:1][C:2]1[CH:7]=[CH:6][C:5]([Mg]Br)=[CH:4][CH:3]=1.[CH2:10]1[O:13][CH:11]1[CH3:12]. Product: [Cl:1][C:2]1[CH:7]=[CH:6][C:5]([CH2:10][CH:11]([OH:13])[CH3:12])=[CH:4][CH:3]=1. The catalyst class is: 332. (7) Reactant: [NH2:1][C:2]1[CH:3]=[CH:4][C:5]([NH:11][CH2:12][CH2:13][C:14]2[CH:19]=[CH:18][CH:17]=[CH:16][N:15]=2)=[C:6]([C:8](=[O:10])[CH3:9])[CH:7]=1.[F:20][C:21]([F:38])([F:37])[C:22]1[CH:27]=[CH:26][C:25]([C:28]2[C:29]([C:34](O)=[O:35])=[CH:30][CH:31]=[CH:32][CH:33]=2)=[CH:24][CH:23]=1.C1C=CC2N(O)N=NC=2C=1.CCN=C=NCCCN(C)C.Cl. Product: [C:8]([C:6]1[CH:7]=[C:2]([NH:1][C:34]([C:29]2[C:28]([C:25]3[CH:26]=[CH:27][C:22]([C:21]([F:20])([F:37])[F:38])=[CH:23][CH:24]=3)=[CH:33][CH:32]=[CH:31][CH:30]=2)=[O:35])[CH:3]=[CH:4][C:5]=1[NH:11][CH2:12][CH2:13][C:14]1[CH:19]=[CH:18][CH:17]=[CH:16][N:15]=1)(=[O:10])[CH3:9]. The catalyst class is: 255.